From a dataset of Full USPTO retrosynthesis dataset with 1.9M reactions from patents (1976-2016). Predict the reactants needed to synthesize the given product. (1) Given the product [CH3:17][NH:18][C:19](=[O:32])[C:20]1[CH:21]=[CH:22][C:23]([N:26]2[CH2:31][CH2:30][N:29]([CH2:2][C:3]3[CH:12]=[N:11][C:10]4[N:9]5[CH2:13][CH2:14][CH2:15][C@H:8]5[C:7](=[O:16])[NH:6][C:5]=4[CH:4]=3)[CH2:28][CH2:27]2)=[CH:24][CH:25]=1, predict the reactants needed to synthesize it. The reactants are: O[CH2:2][C:3]1[CH:12]=[N:11][C:10]2[N:9]3[CH2:13][CH2:14][CH2:15][C@H:8]3[C:7](=[O:16])[NH:6][C:5]=2[CH:4]=1.[CH3:17][NH:18][C:19](=[O:32])[C:20]1[CH:25]=[CH:24][C:23]([N:26]2[CH2:31][CH2:30][NH:29][CH2:28][CH2:27]2)=[CH:22][CH:21]=1.[I-].C(C[P+](C)(C)C)#N.C(N(CC)C(C)C)(C)C. (2) Given the product [C:1]([C:4]1[S:8][C:7]([NH:9][S:20]([C:13]2[C:14]([Cl:19])=[CH:15][C:16]([Cl:18])=[CH:17][C:12]=2[Cl:11])(=[O:22])=[O:21])=[N:6][C:5]=1[CH3:10])(=[O:3])[CH3:2], predict the reactants needed to synthesize it. The reactants are: [C:1]([C:4]1[S:8][C:7]([NH2:9])=[N:6][C:5]=1[CH3:10])(=[O:3])[CH3:2].[Cl:11][C:12]1[CH:17]=[C:16]([Cl:18])[CH:15]=[C:14]([Cl:19])[C:13]=1[S:20](Cl)(=[O:22])=[O:21]. (3) Given the product [NH:8]1[CH2:13][CH2:12][CH:11]([C:14]([C:15]2[CH:20]=[CH:19][CH:18]=[CH:17][C:16]=2[O:21][C:22]([F:23])([F:24])[F:25])=[O:26])[CH2:10][CH2:9]1, predict the reactants needed to synthesize it. The reactants are: C(OC([N:8]1[CH2:13][CH2:12][CH:11]([C:14](=[O:26])[C:15]2[CH:20]=[CH:19][CH:18]=[CH:17][C:16]=2[O:21][C:22]([F:25])([F:24])[F:23])[CH2:10][CH2:9]1)=O)(C)(C)C.Cl. (4) Given the product [F:1][C:2]1[CH:7]=[CH:6][C:5]([CH2:8][N:9]([CH2:25][C:26]2[S:27][CH:28]=[C:29]([C:31]([OH:33])=[O:32])[N:30]=2)[CH2:10][C:11]2[CH:12]=[CH:13][C:14]([O:17][CH2:18][C:19]3[CH:20]=[N:21][CH:22]=[CH:23][CH:24]=3)=[CH:15][CH:16]=2)=[CH:4][CH:3]=1, predict the reactants needed to synthesize it. The reactants are: [F:1][C:2]1[CH:7]=[CH:6][C:5]([CH2:8][N:9]([CH2:25][C:26]2[S:27][CH:28]=[C:29]([C:31]([O:33]CC)=[O:32])[N:30]=2)[CH2:10][C:11]2[CH:16]=[CH:15][C:14]([O:17][CH2:18][C:19]3[CH:20]=[N:21][CH:22]=[CH:23][CH:24]=3)=[CH:13][CH:12]=2)=[CH:4][CH:3]=1.CO.[OH-].[Na+].